This data is from Full USPTO retrosynthesis dataset with 1.9M reactions from patents (1976-2016). The task is: Predict the reactants needed to synthesize the given product. (1) Given the product [C:23]([N:26]([CH2:27][C:28]1[N:32]([CH3:33])[N:31]=[N:30][N:29]=1)[C:12]([C:10]1[CH:9]=[CH:8][C:7]([N:15]2[CH2:18][C:17]([F:20])([F:19])[CH2:16]2)=[C:6]([O:5][CH2:4][CH:1]2[CH2:2][CH2:3]2)[N:11]=1)=[O:14])([CH3:25])([CH3:24])[CH3:22], predict the reactants needed to synthesize it. The reactants are: [CH:1]1([CH2:4][O:5][C:6]2[N:11]=[C:10]([C:12]([OH:14])=O)[CH:9]=[CH:8][C:7]=2[N:15]2[CH2:18][C:17]([F:20])([F:19])[CH2:16]2)[CH2:3][CH2:2]1.Cl.[CH3:22][C:23]([NH:26][CH2:27][C:28]1[N:32]([CH3:33])[N:31]=[N:30][N:29]=1)([CH3:25])[CH3:24].CN(C(ON1N=NC2C=CC=CC1=2)=[N+](C)C)C.[B-](F)(F)(F)F.CCN(C(C)C)C(C)C. (2) Given the product [N:1]12[CH2:8][CH2:7][CH:4]([CH2:5][CH2:6]1)[C@@H:3]([NH:9][CH2:10][CH2:11][N:12]1[C:20]3[C:15](=[CH:16][CH:17]=[CH:18][C:19]=3[C:21]([O-:23])=[O:22])[CH:14]=[CH:13]1)[CH2:2]2.[Li+:28], predict the reactants needed to synthesize it. The reactants are: [N:1]12[CH2:8][CH2:7][CH:4]([CH2:5][CH2:6]1)[C@@H:3]([NH:9][CH2:10][CH2:11][N:12]1[C:20]3[C:15](=[CH:16][CH:17]=[CH:18][C:19]=3[C:21]([O:23]C)=[O:22])[CH:14]=[CH:13]1)[CH2:2]2.O.O.[OH-].[Li+:28]. (3) Given the product [OH:36][C@H:35]([CH2:34][O:27][C:28]1[CH:33]=[CH:32][CH:31]=[CH:30][CH:29]=1)[CH2:37][NH:2][C@@H:3]([CH2:6][C:7]1[CH:12]=[CH:11][C:10]([S:13]([C:16]2[CH:17]=[CH:18][C:19]([O:22][CH3:23])=[CH:20][CH:21]=2)(=[O:14])=[O:15])=[CH:9][CH:8]=1)[CH2:4][OH:5], predict the reactants needed to synthesize it. The reactants are: Cl.[NH2:2][C@@H:3]([CH2:6][C:7]1[CH:12]=[CH:11][C:10]([S:13]([C:16]2[CH:21]=[CH:20][C:19]([O:22][CH3:23])=[CH:18][CH:17]=2)(=[O:15])=[O:14])=[CH:9][CH:8]=1)[CH2:4][OH:5].C[O-].[Na+].[O:27]([CH2:34][C@@H:35]1[CH2:37][O:36]1)[C:28]1[CH:33]=[CH:32][CH:31]=[CH:30][CH:29]=1. (4) Given the product [ClH:1].[CH2:26]([O:28][C:29]1[CH:34]=[CH:33][C:32]([C:2]2[CH:7]=[CH:6][N:5]=[C:4]3[NH:8][C:9]([C:11]4[CH:16]=[CH:15][C:14]([C:17]([N:19]5[CH2:24][CH2:23][N:22]([CH3:25])[CH2:21][CH2:20]5)=[O:18])=[CH:13][CH:12]=4)=[N:10][C:3]=23)=[CH:31][CH:30]=1)[CH3:27], predict the reactants needed to synthesize it. The reactants are: [Cl:1][C:2]1[CH:7]=[CH:6][N:5]=[C:4]2[NH:8][C:9]([C:11]3[CH:16]=[CH:15][C:14]([C:17]([N:19]4[CH2:24][CH2:23][N:22]([CH3:25])[CH2:21][CH2:20]4)=[O:18])=[CH:13][CH:12]=3)=[N:10][C:3]=12.[CH2:26]([O:28][C:29]1[CH:34]=[CH:33][C:32](B(O)O)=[CH:31][CH:30]=1)[CH3:27].C(=O)([O-])[O-].[Na+].[Na+].Cl. (5) Given the product [CH3:1][C:2]1[CH:8]=[CH:7][C:5]([NH:6][C:35](=[O:36])[C:34]2[CH:38]=[C:39]([CH2:41][N:42]3[CH2:46][CH2:45][CH2:44][CH2:43]3)[CH:40]=[C:32]([S:31]([F:50])([F:49])([F:48])([F:30])[F:47])[CH:33]=2)=[CH:4][C:3]=1[N:9]1[C:16]2[N:12]([N:13]=[C:14]([C:17]3[CH:18]=[N:19][CH:20]=[CH:21][CH:22]=3)[CH:15]=2)[CH:11]=[CH:10]1, predict the reactants needed to synthesize it. The reactants are: [CH3:1][C:2]1[CH:8]=[CH:7][C:5]([NH2:6])=[CH:4][C:3]=1[N:9]1[C:16]2[N:12]([N:13]=[C:14]([C:17]3[CH:18]=[N:19][CH:20]=[CH:21][CH:22]=3)[CH:15]=2)[CH:11]=[CH:10]1.FC(F)(F)C(O)=O.[F:30][S:31]([F:50])([F:49])([F:48])([F:47])[C:32]1[CH:33]=[C:34]([CH:38]=[C:39]([CH2:41][N:42]2[CH2:46][CH2:45][CH2:44][CH2:43]2)[CH:40]=1)[C:35](O)=[O:36].